From a dataset of Forward reaction prediction with 1.9M reactions from USPTO patents (1976-2016). Predict the product of the given reaction. The product is: [CH:1]1([N:5]2[CH2:10][CH2:9][CH:8]([O:11][C:12]3[CH:17]=[CH:16][C:15]([C:18]4([C:24]5[S:26][CH:27]=[CH:28][N:25]=5)[CH2:23][CH2:22][O:21][CH2:20][CH2:19]4)=[CH:14][CH:13]=3)[CH2:7][CH2:6]2)[CH2:2][CH2:3][CH2:4]1. Given the reactants [CH:1]1([N:5]2[CH2:10][CH2:9][CH:8]([O:11][C:12]3[CH:17]=[CH:16][C:15]([C:18]4([C:24](=[S:26])[NH2:25])[CH2:23][CH2:22][O:21][CH2:20][CH2:19]4)=[CH:14][CH:13]=3)[CH2:7][CH2:6]2)[CH2:4][CH2:3][CH2:2]1.[CH2:27](OC(OCC)CBr)[CH3:28], predict the reaction product.